This data is from Catalyst prediction with 721,799 reactions and 888 catalyst types from USPTO. The task is: Predict which catalyst facilitates the given reaction. (1) Reactant: Cl.[NH2:2][C@H:3]([C:5]1[C:6](=[O:16])[NH:7][C:8]2[C:13]([CH:14]=1)=[CH:12][C:11]([Cl:15])=[CH:10][CH:9]=2)[CH3:4].[Br:17][C:18]1[N:23]([CH3:24])[C:22](=[O:25])[C:21](Cl)=[N:20][CH:19]=1.CCN(C(C)C)C(C)C.O. Product: [Br:17][C:18]1[N:23]([CH3:24])[C:22](=[O:25])[C:21]([NH:2][C@H:3]([C:5]2[C:6](=[O:16])[NH:7][C:8]3[C:13]([CH:14]=2)=[CH:12][C:11]([Cl:15])=[CH:10][CH:9]=3)[CH3:4])=[N:20][CH:19]=1. The catalyst class is: 16. (2) Reactant: [F:1][C:2]1([F:19])[O:6][C:5]2[CH:7]=[C:8]([CH3:18])[C:9]([C:11]3[CH:17]=[CH:16][C:14]([NH2:15])=[CH:13][CH:12]=3)=[CH:10][C:4]=2[O:3]1.[F:20][C:21]1[CH:29]=[CH:28][CH:27]=[C:26]([F:30])[C:22]=1[C:23](Cl)=[O:24].CCN(C(C)C)C(C)C.C([O-])(O)=O.[Na+].C(Cl)Cl. The catalyst class is: 2. Product: [F:19][C:2]1([F:1])[O:6][C:5]2[CH:7]=[C:8]([CH3:18])[C:9]([C:11]3[CH:12]=[CH:13][C:14]([NH:15][C:23]([C:22]4[C:21]([F:20])=[CH:29][CH:28]=[CH:27][C:26]=4[F:30])=[O:24])=[CH:16][CH:17]=3)=[CH:10][C:4]=2[O:3]1.